Task: Predict the reaction yield, written as a fraction of the theoretical maximum amount of product (1.0 means a 100% yield; for example, 0.34 means a 34% yield).. Dataset: Reaction yield outcomes from USPTO patents with 853,638 reactions (1) The reactants are [Si]([O:8][CH2:9][CH:10]1[CH2:15][CH2:14][CH2:13][N:12]([C:16]2[CH:21]=[CH:20][CH:19]=[CH:18][C:17]=2[CH2:22][CH2:23][C:24]([O:26][CH3:27])=[O:25])[CH2:11]1)(C(C)(C)C)(C)C.C(O)(=O)C. The catalyst is O1CCCC1.O. The product is [OH:8][CH2:9][CH:10]1[CH2:15][CH2:14][CH2:13][N:12]([C:16]2[CH:21]=[CH:20][CH:19]=[CH:18][C:17]=2[CH2:22][CH2:23][C:24]([O:26][CH3:27])=[O:25])[CH2:11]1. The yield is 0.780. (2) The reactants are [CH3:1][O:2][C:3]1[CH:20]=[CH:19][C:6]2[N:7]=[C:8]([C:10]3[CH:15]=[CH:14][C:13]([N+:16]([O-])=O)=[CH:12][CH:11]=3)[S:9][C:5]=2[CH:4]=1.B(Br)(Br)Br. The catalyst is C(Cl)Cl. The product is [CH3:1][O:2][C:3]1[CH:20]=[CH:19][C:6]2[N:7]=[C:8]([C:10]3[CH:11]=[CH:12][C:13]([NH2:16])=[CH:14][CH:15]=3)[S:9][C:5]=2[CH:4]=1. The yield is 0.580. (3) The reactants are [CH3:1][O:2][C:3](=[O:19])[CH2:4][CH2:5][CH2:6][C:7]#[C:8][CH2:9][N:10]1[C:15](=[O:16])[CH2:14][CH2:13][CH2:12][C@@H:11]1[CH2:17][OH:18].[H][H]. The catalyst is [Pd].CO. The product is [CH3:1][O:2][C:3](=[O:19])[CH2:4][CH2:5][CH2:6][CH2:7][CH2:8][CH2:9][N:10]1[C:15](=[O:16])[CH2:14][CH2:13][CH2:12][C@@H:11]1[CH2:17][OH:18]. The yield is 0.990. (4) The reactants are [CH2:1]([C:3]1[N:15]([C@@H:16]2[C:24]3[C:19](=[CH:20][C:21]([C:25]4[CH:30]=[CH:29][CH:28]=[CH:27][C:26]=4[C:31]4[N:35](C(C5C=CC=CC=5)(C5C=CC=CC=5)C5C=CC=CC=5)[N:34]=[N:33][N:32]=4)=[CH:22][CH:23]=3)[CH2:18][CH2:17]2)[C:6]2=[N:7][C:8]([CH2:12][CH2:13][OH:14])=[CH:9][C:10]([CH3:11])=[C:5]2[N:4]=1)[CH3:2]. The catalyst is CO. The product is [NH:35]1[C:31]([C:26]2[CH:27]=[CH:28][CH:29]=[CH:30][C:25]=2[C:21]2[CH:20]=[C:19]3[C:24](=[CH:23][CH:22]=2)[C@@H:16]([N:15]2[C:6]4=[N:7][C:8]([CH2:12][CH2:13][OH:14])=[CH:9][C:10]([CH3:11])=[C:5]4[N:4]=[C:3]2[CH2:1][CH3:2])[CH2:17][CH2:18]3)=[N:32][N:33]=[N:34]1. The yield is 0.420. (5) The reactants are [C:1]([O:8][CH2:9][CH3:10])(=[O:7])[C:2](OCC)=O.[C:11]1([S:17]([N:20]2[CH:24]=[CH:23][CH:22]=[C:21]2[C:25](=O)[CH3:26])(=[O:19])=[O:18])[CH:16]=[CH:15][CH:14]=[CH:13][CH:12]=1.[O-]CC.[Na+].Cl.[NH:33]([C:35]1[CH:36]=[CH:37][C:38]([O:41][CH3:42])=[N:39][CH:40]=1)[NH2:34]. The catalyst is C(O)C. The yield is 0.720. The product is [CH3:42][O:41][C:38]1[N:39]=[CH:40][C:35]([N:33]2[C:25]([C:21]3[N:20]([S:17]([C:11]4[CH:16]=[CH:15][CH:14]=[CH:13][CH:12]=4)(=[O:19])=[O:18])[CH:24]=[CH:23][CH:22]=3)=[CH:26][C:2]([C:1]([O:8][CH2:9][CH3:10])=[O:7])=[N:34]2)=[CH:36][CH:37]=1.